From a dataset of Reaction yield outcomes from USPTO patents with 853,638 reactions. Predict the reaction yield, written as a fraction of the theoretical maximum amount of product (1.0 means a 100% yield; for example, 0.34 means a 34% yield). (1) The reactants are CCC(C)[BH-](C(C)CC)C(C)CC.[Li+].[Br:15][C:16]1[CH:21]=[CH:20][C:19]([N:22]2[C:30]3[C:25](=[CH:26][C:27]([O:31]C)=[CH:28][CH:29]=3)[CH:24]=[CH:23]2)=[CH:18][CH:17]=1. The catalyst is C1COCC1. The product is [Br:15][C:16]1[CH:21]=[CH:20][C:19]([N:22]2[C:30]3[C:25](=[CH:26][C:27]([OH:31])=[CH:28][CH:29]=3)[CH:24]=[CH:23]2)=[CH:18][CH:17]=1. The yield is 0.960. (2) The reactants are Cl.[Cl:2][C:3]1[CH:8]=[CH:7][C:6]([NH:9][NH2:10])=[CH:5][CH:4]=1.Br[CH2:12][CH2:13][CH2:14][C:15]1[CH:20]=[CH:19][CH:18]=[CH:17][CH:16]=1. The catalyst is [Cl-].C([N+](CCCC)(CCCC)CCCC)CCC.[OH-].[Na+].O. The product is [Cl:2][C:3]1[CH:8]=[CH:7][C:6]([N:9]([CH2:12][CH2:13][CH2:14][C:15]2[CH:20]=[CH:19][CH:18]=[CH:17][CH:16]=2)[NH2:10])=[CH:5][CH:4]=1. The yield is 0.200. (3) The yield is 0.680. The product is [Cl:19][C:20]1[N:25]=[C:1]([N:3]2[CH:7]=[C:6]([C:8]([O:16][CH2:13][CH3:27])=[O:9])[C:5]([CH:10]3[CH2:11][CH2:12]3)=[N:4]2)[CH:2]=[CH:22][N:21]=1. No catalyst specified. The reactants are [CH2:1]([N:3]1[CH:7]=[C:6]([CH:8]=[O:9])[C:5]([CH:10]2[CH2:12][CH2:11]2)=[N:4]1)[CH3:2].[C:13](=[O:16])([O-])[O-].[K+].[K+].[Cl:19][C:20]1[N:25]=C(Cl)C=[CH:22][N:21]=1.[CH3:27]N(C)C=O. (4) The reactants are [CH:1]1([N:7]=[C:8]=[O:9])[CH2:6][CH2:5][CH2:4][CH2:3][CH2:2]1.[CH:10]1([NH2:15])[CH2:14][CH2:13][CH2:12][CH2:11]1.NC(N)=O.[C:20](Cl)(=[O:25])[CH2:21][C:22](Cl)=[O:23]. The catalyst is ClCCl. The product is [CH:1]1([N:7]2[C:22](=[O:23])[CH2:21][C:20](=[O:25])[N:15]([CH:10]3[CH2:14][CH2:13][CH2:12][CH2:11]3)[C:8]2=[O:9])[CH2:6][CH2:5][CH2:4][CH2:3][CH2:2]1. The yield is 0.580. (5) The reactants are [CH2:1]([C:8]#[N:9])[C:2]1[CH:7]=[CH:6][CH:5]=[CH:4][CH:3]=1.[NH2:10][OH:11].ON=C(N)C1C=CC=CC=1. The catalyst is CCO. The product is [OH:11][N:10]=[C:8]([NH2:9])[CH2:1][C:2]1[CH:7]=[CH:6][CH:5]=[CH:4][CH:3]=1. The yield is 0.819. (6) The reactants are [Cl-].O[NH3+:3].[C:4](=[O:7])([O-])[OH:5].[Na+].CS(C)=O.[C:13]([O:17][C:18]1[CH:23]=[CH:22][C:21]([N:24]2[C:29](=[O:30])[C:28]([CH2:31][C:32]3[CH:37]=[CH:36][C:35]([C:38]4[C:39]([C:44]#[N:45])=[CH:40][CH:41]=[CH:42][CH:43]=4)=[CH:34][CH:33]=3)=[C:27]([CH2:46][CH2:47][CH3:48])[N:26]=[C:25]2[CH3:49])=[CH:20][CH:19]=1)([CH3:16])([CH3:15])[CH3:14]. The catalyst is O.C(OCC)(=O)C. The product is [C:13]([O:17][C:18]1[CH:19]=[CH:20][C:21]([N:24]2[C:29](=[O:30])[C:28]([CH2:31][C:32]3[CH:33]=[CH:34][C:35]([C:38]4[CH:43]=[CH:42][CH:41]=[CH:40][C:39]=4[C:44]4[NH:3][C:4](=[O:7])[O:5][N:45]=4)=[CH:36][CH:37]=3)=[C:27]([CH2:46][CH2:47][CH3:48])[N:26]=[C:25]2[CH3:49])=[CH:22][CH:23]=1)([CH3:16])([CH3:15])[CH3:14]. The yield is 0.780.